This data is from Forward reaction prediction with 1.9M reactions from USPTO patents (1976-2016). The task is: Predict the product of the given reaction. (1) Given the reactants C([O:3][C:4](=[O:20])[C@@H:5]([O:18][CH3:19])[CH2:6][C:7]1[CH:12]=[CH:11][C:10]([O:13][CH2:14][CH2:15][CH2:16]Br)=[CH:9][CH:8]=1)C.[F:21][C:22]1[CH:23]=[C:24]([CH:35]=[CH:36][CH:37]=1)[C:25]([NH:27][C:28]1[CH:33]=[CH:32][C:31]([OH:34])=[CH:30][CH:29]=1)=[O:26].[OH-].[Na+], predict the reaction product. The product is: [F:21][C:22]1[CH:23]=[C:24]([CH:35]=[CH:36][CH:37]=1)[C:25]([NH:27][C:28]1[CH:33]=[CH:32][C:31]([O:34][CH2:16][CH2:15][CH2:14][O:13][C:10]2[CH:9]=[CH:8][C:7]([CH2:6][C@H:5]([O:18][CH3:19])[C:4]([OH:3])=[O:20])=[CH:12][CH:11]=2)=[CH:30][CH:29]=1)=[O:26]. (2) The product is: [Br:7][C:5]1[CH:6]=[C:2]([C:15]2[CH:16]=[CH:17][N:12]=[CH:13][CH:14]=2)[O:3][CH:4]=1. Given the reactants Br[C:2]1[O:3][C:4]([Si](C)(C)C)=[C:5]([Br:7])[CH:6]=1.[N:12]1[CH:17]=[CH:16][C:15](B(O)O)=[CH:14][CH:13]=1.C(=O)([O-])[O-].[K+].[K+], predict the reaction product.